This data is from Experimentally validated miRNA-target interactions with 360,000+ pairs, plus equal number of negative samples. The task is: Binary Classification. Given a miRNA mature sequence and a target amino acid sequence, predict their likelihood of interaction. (1) The protein sequence of the target gene is MAASEDGSSCLVSRGRSQSDPSFLSDSSATSTDAGENPDEMDQTPPARSEPLVSGIRTPPVRRNSKLATLGRIFKPWKWRKKKNEKLKQTTSALEKKMAGRQGREELIKQGLLEMMEQDSENKACSPKEGSQPVQSEPPAGEQETLTSEGAQPGSPSASGTDQVSQDELLSSDAHLDDTANIPSASTAEEADAGSLLPTTDEPSQALAGSDSLDSPPRSLERSVSQLPSPPLLPTPPPKASSKATKNVTGQAALFQGPSMKNNEPALRGQLATPTGSPHVTTVHRPLPPSRVMEELHRAL.... Result: 0 (no interaction). The miRNA is mmu-miR-499-3p with sequence GAACAUCACAGCAAGUCUGUGCU. (2) Result: 0 (no interaction). The miRNA is hsa-miR-582-5p with sequence UUACAGUUGUUCAACCAGUUACU. The protein sequence of the target gene is MELENFVANNLLLKARLGFNKQTGRSKKWRELLKFPPVSMCTELRWSIEKDFSSLCDKQPIGRLLFRQFCDTKPDLKRCIEFLDAVAEYEVTIEEEQREFGLAIFSRFFKEKSEVPLPEIPPDIVKECKWNLKQNSPSQNVFEECAGIVCKYLSETPFEEYQESTYFNRFLQWKWLERRPVTKNTFRQYRVLGKGGFGEVCACQVRATGKMYACKKLEKKRIKKRKGEAMALNEKRILEKLHSRFVVSLAYTYETKDALCLVLTIMNGGDLKYHIYNLGDPGFEEPRAVFYAAELCCGLE.... (3) The miRNA is hsa-miR-519c-3p with sequence AAAGUGCAUCUUUUUAGAGGAU. The protein sequence of the target gene is MSRESDVEAQQSHGSSACSQPHGSVTQSQGSSSQSQGISSSSTSTMPNSSQSSHSSSGTLSSLETVSTQELYSIPEDQEPEDQEPEEPTPAPWARLWALQDGFANLECVNDNYWFGRDKSCEYCFDEPLLKRTDKYRTYSKKHFRIFREVGPKNSYIAYIEDHSGNGTFVNTELVGKGKRRPLNNNSEIALSLSRNKVFVFFDLTVDDQSVYPKALRDEYIMSKTLGSGACGEVKLAFERKTCKKVAIKIISKRKFAIGSAREADPALNVETEIEILKKLNHPCIIKIKNFFDAEDYYIV.... Result: 1 (interaction). (4) The miRNA is hsa-miR-3908 with sequence GAGCAAUGUAGGUAGACUGUUU. The protein sequence of the target gene is MAASKVKQDMPPPGGYGPIDYKRNLPRRGLSGYSMLAIGIGTLIYGHWSIMKWNRERRRLQIEDFEARIALLPLLQAETDRRTLQMLRENLEEEAIIMKDVPDWKVGESVFHTTRWVPPLIGELYGLRTTEEALHASHGFMWYT. Result: 0 (no interaction).